From a dataset of Aqueous solubility values for 9,982 compounds from the AqSolDB database. Regression/Classification. Given a drug SMILES string, predict its absorption, distribution, metabolism, or excretion properties. Task type varies by dataset: regression for continuous measurements (e.g., permeability, clearance, half-life) or binary classification for categorical outcomes (e.g., BBB penetration, CYP inhibition). For this dataset (solubility_aqsoldb), we predict Y. (1) The molecule is CCCCC(CC)COC(=O)CS[Sn](C)(C)SCC(=O)OCC(CC)CCCC. The Y is -4.05 log mol/L. (2) The drug is CC1C(=O)NC(=O)NC1=O. The Y is -1.13 log mol/L. (3) The compound is OCC(CO)(CO)COCC(CO)(CO)CO. The Y is -1.96 log mol/L. (4) The drug is Cc1cnc2cncnc2n1. The Y is -0.0100 log mol/L.